Dataset: Peptide-MHC class I binding affinity with 185,985 pairs from IEDB/IMGT. Task: Regression. Given a peptide amino acid sequence and an MHC pseudo amino acid sequence, predict their binding affinity value. This is MHC class I binding data. (1) The peptide sequence is LPRVVGGKTV. The MHC is HLA-B35:01 with pseudo-sequence HLA-B35:01. The binding affinity (normalized) is 0.0510. (2) The peptide sequence is EELSMMYESL. The MHC is HLA-B44:02 with pseudo-sequence HLA-B44:02. The binding affinity (normalized) is 0.325. (3) The peptide sequence is IYIEGLMHN. The MHC is HLA-A11:01 with pseudo-sequence HLA-A11:01. The binding affinity (normalized) is 0.0301. (4) The peptide sequence is MLAAPWVIM. The MHC is HLA-B15:02 with pseudo-sequence HLA-B15:02. The binding affinity (normalized) is 0.787. (5) The peptide sequence is RHRKPTYEK. The MHC is HLA-A30:01 with pseudo-sequence HLA-A30:01. The binding affinity (normalized) is 0.704. (6) The peptide sequence is NYIDKVRFL. The MHC is HLA-A29:02 with pseudo-sequence HLA-A29:02. The binding affinity (normalized) is 0.566. (7) The peptide sequence is NIYETEFFM. The MHC is HLA-B46:01 with pseudo-sequence HLA-B46:01. The binding affinity (normalized) is 0.0847. (8) The peptide sequence is LTSVDIETA. The MHC is HLA-A02:01 with pseudo-sequence HLA-A02:01. The binding affinity (normalized) is 0.0678.